From a dataset of Full USPTO retrosynthesis dataset with 1.9M reactions from patents (1976-2016). Predict the reactants needed to synthesize the given product. (1) Given the product [C:35]([C:34]1[CH:37]=[CH:38][C:31]([N:29]2[C:8]([C:7]3[C:2]([CH3:1])=[C:3]([C:19]4[CH:24]=[CH:23][CH:22]=[C:21]([C:25]([F:26])([F:27])[F:28])[CH:20]=4)[C:4]4[N:5]([N:12]=[C:13]([NH:15][C:16](=[O:18])[CH3:17])[N:14]=4)[CH:6]=3)=[C:9]([CH3:10])[CH:39]=[N:30]2)=[CH:32][CH:33]=1)#[N:36], predict the reactants needed to synthesize it. The reactants are: [CH3:1][C:2]1[C:7]([C:8](=O)[CH2:9][CH3:10])=[CH:6][N:5]2[N:12]=[C:13]([NH:15][C:16](=[O:18])[CH3:17])[N:14]=[C:4]2[C:3]=1[C:19]1[CH:24]=[CH:23][CH:22]=[C:21]([C:25]([F:28])([F:27])[F:26])[CH:20]=1.[NH:29]([C:31]1[CH:38]=[CH:37][C:34]([C:35]#[N:36])=[CH:33][CH:32]=1)[NH2:30].[C:39](Cl)(=O)C.BrC1C(C)=C(C2C=CC=C(C(F)(F)F)C=2)C2N(N=C(NC(=O)C)N=2)C=1. (2) Given the product [Cl:1][C:2]1[C:7]([O:8][CH3:9])=[C:6]([O:10][CH3:11])[CH:5]=[CH:4][C:3]=1[CH2:12][CH2:13][C:14]([OH:16])=[O:15], predict the reactants needed to synthesize it. The reactants are: [Cl:1][C:2]1[C:7]([O:8][CH3:9])=[C:6]([O:10][CH3:11])[CH:5]=[CH:4][C:3]=1[CH:12]=[CH:13][C:14]([OH:16])=[O:15]. (3) Given the product [CH3:6][NH:8][NH:9][C:10]([C@@H:12]1[CH2:18][CH2:17][C@@H:16]2[CH2:19][N:13]1[C:14](=[O:25])[N:15]2[O:20][S:21]([OH:24])(=[O:23])=[O:22])=[O:11], predict the reactants needed to synthesize it. The reactants are: C(O[C:6]([N:8](C)[NH:9][C:10]([C@@H:12]1[CH2:18][CH2:17][C@@H:16]2[CH2:19][N:13]1[C:14](=[O:25])[N:15]2[O:20][S:21]([O-:24])(=[O:23])=[O:22])=[O:11])=O)(C)(C)C.C([N+](CCCC)(CCCC)CCCC)CCC.FC(F)(F)C(O)=O. (4) Given the product [CH:36]1([NH:39][C:6](=[O:8])[C:5]2[CH:10]=[CH:11][C:2]([CH3:1])=[C:3]([N:12]3[CH:17]=[CH:16][N:15]=[C:14]([NH:35][CH2:34][C:29]4[CH:30]=[CH:31][CH:32]=[CH:33][C:28]=4[S:27][CH3:26])[C:13]3=[O:25])[CH:4]=2)[CH2:38][CH2:37]1, predict the reactants needed to synthesize it. The reactants are: [CH3:1][C:2]1[CH:11]=[CH:10][C:5]([C:6]([O:8]C)=O)=[CH:4][C:3]=1[N:12]1[CH:17]=[CH:16][N:15]=[C:14](OC2C=CC=CC=2)[C:13]1=[O:25].[CH3:26][S:27][C:28]1[CH:33]=[CH:32][CH:31]=[CH:30][C:29]=1[CH2:34][NH2:35].[CH:36]1([NH2:39])[CH2:38][CH2:37]1.C1([Mg]Br)CCCC1. (5) The reactants are: [C:1]([O:5][C:6]([N:8]1[CH2:13][C@H:12]([OH:14])[C@@H:11]([C:15]2[CH:20]=[CH:19][C:18]([O:21][CH2:22][CH2:23][CH2:24][O:25][C:26]3[CH:31]=[CH:30][CH:29]=[CH:28][C:27]=3[N+:32]([O-:34])=[O:33])=[CH:17][CH:16]=2)[C@H:10]([O:35][CH2:36][C@H:37]2[CH2:41][O:40][C:39]([CH3:43])([CH3:42])[O:38]2)[CH2:9]1)=[O:7])([CH3:4])([CH3:3])[CH3:2].Cl[CH2:45][C:46]1[CH:47]=[C:48]([O:56][CH3:57])[C:49]2[C:54]([CH:55]=1)=[CH:53][CH:52]=[CH:51][CH:50]=2. Given the product [C:1]([O:5][C:6]([N:8]1[CH2:13][C@H:12]([O:14][CH2:45][C:46]2[CH:47]=[C:48]([O:56][CH3:57])[C:49]3[C:54](=[CH:53][CH:52]=[CH:51][CH:50]=3)[CH:55]=2)[C@@H:11]([C:15]2[CH:20]=[CH:19][C:18]([O:21][CH2:22][CH2:23][CH2:24][O:25][C:26]3[CH:31]=[CH:30][CH:29]=[CH:28][C:27]=3[N+:32]([O-:34])=[O:33])=[CH:17][CH:16]=2)[C@H:10]([O:35][CH2:36][C@H:37]2[CH2:41][O:40][C:39]([CH3:43])([CH3:42])[O:38]2)[CH2:9]1)=[O:7])([CH3:4])([CH3:2])[CH3:3], predict the reactants needed to synthesize it.